Dataset: Forward reaction prediction with 1.9M reactions from USPTO patents (1976-2016). Task: Predict the product of the given reaction. (1) The product is: [CH:36]1([CH2:39][NH:40][C:31](=[O:32])/[CH:30]=[C:26]2\[CH2:25][N:24]([S:21]([C:18]3[CH:19]=[CH:20][C:15]([O:14][C:13]([F:34])([F:12])[F:35])=[CH:16][CH:17]=3)(=[O:23])=[O:22])[CH2:29][CH2:28][CH2:27]\2)[CH2:38][CH2:37]1.[CH:36]1([CH2:39][NH:40][C:31](=[O:32])/[CH:30]=[C:26]2/[CH2:25][N:24]([S:21]([C:18]3[CH:19]=[CH:20][C:15]([O:14][C:13]([F:34])([F:12])[F:35])=[CH:16][CH:17]=3)(=[O:23])=[O:22])[CH2:29][CH2:28][CH2:27]/2)[CH2:38][CH2:37]1. Given the reactants C(Cl)(=O)C(Cl)=O.CN(C=O)C.[F:12][C:13]([F:35])([F:34])[O:14][C:15]1[CH:20]=[CH:19][C:18]([S:21]([N:24]2[CH2:29][CH2:28][CH2:27]/[C:26](=[CH:30]\[C:31](O)=[O:32])/[CH2:25]2)(=[O:23])=[O:22])=[CH:17][CH:16]=1.[CH:36]1([CH2:39][NH2:40])[CH2:38][CH2:37]1.C(N(CC)CC)C, predict the reaction product. (2) Given the reactants [NH2:1][CH:2]([CH2:6][CH2:7][CH2:8][CH2:9][CH2:10][CH2:11][CH2:12][CH2:13][CH3:14])[C:3]([OH:5])=[O:4].[C:15](OCCCC)(=[O:17])[CH3:16], predict the reaction product. The product is: [C:15]([NH:1][CH:2]([CH2:6][CH2:7][CH2:8][CH2:9][CH2:10][CH2:11][CH2:12][CH2:13][CH3:14])[C:3]([OH:5])=[O:4])(=[O:17])[CH3:16]. (3) Given the reactants C(Cl)(=O)C(Cl)=O.CS(C)=O.[OH:11][CH2:12][C:13]1[CH:14]=[C:15]([C:21]2[CH:26]=[CH:25][C:24]([CH2:27][OH:28])=[C:23]([CH2:29][OH:30])[CH:22]=2)[CH:16]=[CH:17][C:18]=1[CH2:19][OH:20].C(N(CC)CC)C, predict the reaction product. The product is: [C:21]1([C:15]2[CH:16]=[CH:17][C:18]([CH:19]=[O:20])=[C:13]([CH:12]=[O:11])[CH:14]=2)[CH:26]=[CH:25][C:24]([CH:27]=[O:28])=[C:23]([CH:29]=[O:30])[CH:22]=1. (4) Given the reactants [CH3:1][O:2][C:3]([C:5]1[S:34][C:8]2[N:9]=[CH:10][N:11]=[C:12]([NH:13][C:14]3[CH:19]=[CH:18][C:17]([F:20])=[CH:16][C:15]=3[O:21][CH:22]3[CH2:26][CH2:25][N:24](C(OC(C)(C)C)=O)[CH2:23]3)[C:7]=2[C:6]=1[CH3:35])=[O:4].Cl, predict the reaction product. The product is: [CH3:1][O:2][C:3]([C:5]1[S:34][C:8]2[N:9]=[CH:10][N:11]=[C:12]([NH:13][C:14]3[CH:19]=[CH:18][C:17]([F:20])=[CH:16][C:15]=3[O:21][CH:22]3[CH2:26][CH2:25][NH:24][CH2:23]3)[C:7]=2[C:6]=1[CH3:35])=[O:4]. (5) Given the reactants Br[C:2]1[S:6][C:5]([C:7]([O:9][CH3:10])=[O:8])=[CH:4][CH:3]=1.C(N)CCC.[CH2:16]([OH:19])[C:17]#[CH:18].[Cl-].[NH4+], predict the reaction product. The product is: [OH:19][CH2:16][C:17]#[C:18][C:2]1[S:6][C:5]([C:7]([O:9][CH3:10])=[O:8])=[CH:4][CH:3]=1. (6) Given the reactants [CH3:1][O:2][C:3](=[O:20])[C:4]1[CH:9]=[CH:8][C:7]([CH3:10])=[C:6]([N:11]2[C:16](=[O:17])[CH:15]=[C:14]([OH:18])[N:13]=[C:12]2[CH3:19])[CH:5]=1.Cl.Cl[CH2:23][C:24]1[N:25]=[C:26]([CH3:29])[S:27][CH:28]=1.C(=O)([O-])[O-].[K+].[K+].C1OCCOCCOCCOCCOCCOC1, predict the reaction product. The product is: [CH3:1][O:2][C:3](=[O:20])[C:4]1[CH:9]=[CH:8][C:7]([CH3:10])=[C:6]([N:11]2[C:16](=[O:17])[CH:15]=[C:14]([O:18][CH2:23][C:24]3[N:25]=[C:26]([CH3:29])[S:27][CH:28]=3)[N:13]=[C:12]2[CH3:19])[CH:5]=1. (7) Given the reactants [CH3:1][C:2]1[CH:7]=[C:6]([O:8][CH:9]2[CH2:14][CH2:13][N:12]([S:15]([CH3:18])(=[O:17])=[O:16])[CH2:11][CH2:10]2)[CH:5]=[C:4]([CH3:19])[C:3]=1[C:20]1[CH:25]=[CH:24][CH:23]=[C:22]([CH2:26][O:27][C:28]2[CH:41]=[CH:40][C:31]3[C@H:32]([CH2:35][C:36]([O:38]C)=[O:37])[CH2:33][O:34][C:30]=3[CH:29]=2)[CH:21]=1.[OH-].[Na+].Cl, predict the reaction product. The product is: [CH3:19][C:4]1[CH:5]=[C:6]([O:8][CH:9]2[CH2:14][CH2:13][N:12]([S:15]([CH3:18])(=[O:17])=[O:16])[CH2:11][CH2:10]2)[CH:7]=[C:2]([CH3:1])[C:3]=1[C:20]1[CH:25]=[CH:24][CH:23]=[C:22]([CH2:26][O:27][C:28]2[CH:41]=[CH:40][C:31]3[C@H:32]([CH2:35][C:36]([OH:38])=[O:37])[CH2:33][O:34][C:30]=3[CH:29]=2)[CH:21]=1. (8) Given the reactants [CH3:1][C:2]1[C:7]([C:8]([O:10][CH3:11])=[O:9])=[CH:6][CH:5]=[CH:4][N+:3]=1[O-].O=P(Cl)(Cl)[Cl:15].C([O-])([O-])=O.[Na+].[Na+], predict the reaction product. The product is: [Cl:15][C:4]1[N:3]=[C:2]([CH3:1])[C:7]([C:8]([O:10][CH3:11])=[O:9])=[CH:6][CH:5]=1.[Cl:15][CH2:1][C:2]1[C:7]([C:8]([O:10][CH3:11])=[O:9])=[CH:6][CH:5]=[CH:4][N:3]=1. (9) Given the reactants [F:1][C:2]1[CH:9]=[C:8]([O:10][CH2:11][C:12]2[CH:17]=[CH:16][CH:15]=[C:14]([F:18])[CH:13]=2)[CH:7]=[CH:6][C:3]=1[C:4]#N.[OH-:19].[Na+].Cl.[OH2:22], predict the reaction product. The product is: [F:1][C:2]1[CH:9]=[C:8]([O:10][CH2:11][C:12]2[CH:17]=[CH:16][CH:15]=[C:14]([F:18])[CH:13]=2)[CH:7]=[CH:6][C:3]=1[C:4]([OH:22])=[O:19]. (10) Given the reactants [OH:1][CH:2]1[CH:7]([C:8]([O:10][CH2:11][CH3:12])=[O:9])[CH2:6][CH2:5][NH:4][CH2:3]1.Br[C:14]1[C:19]([Cl:20])=[CH:18][CH:17]=[CH:16][N:15]=1.C(=O)([O-])[O-].[K+].[K+], predict the reaction product. The product is: [Cl:20][C:19]1[C:14]([N:4]2[CH2:5][CH2:6][CH:7]([C:8]([O:10][CH2:11][CH3:12])=[O:9])[CH:2]([OH:1])[CH2:3]2)=[N:15][CH:16]=[CH:17][CH:18]=1.